From a dataset of Reaction yield outcomes from USPTO patents with 853,638 reactions. Predict the reaction yield, written as a fraction of the theoretical maximum amount of product (1.0 means a 100% yield; for example, 0.34 means a 34% yield). The reactants are Br[C:2]1[CH:3]=[C:4]([CH:9]=[CH:10][C:11]=1[CH2:12][NH:13][CH2:14][C@@H:15]([OH:22])[C:16]1[CH:21]=[CH:20][CH:19]=[CH:18][CH:17]=1)[C:5]([O:7][CH3:8])=[O:6].C([O-])([O-])=O.[K+].[K+]. The catalyst is C(O)(C)C.[Cu]I. The product is [C:16]1([C@H:15]2[CH2:14][NH:13][CH2:12][C:11]3[CH:10]=[CH:9][C:4]([C:5]([O:7][CH3:8])=[O:6])=[CH:3][C:2]=3[O:22]2)[CH:21]=[CH:20][CH:19]=[CH:18][CH:17]=1. The yield is 0.470.